This data is from Catalyst prediction with 721,799 reactions and 888 catalyst types from USPTO. The task is: Predict which catalyst facilitates the given reaction. (1) Reactant: Cl[CH2:2][CH2:3][C:4]([NH:6][C:7]1[CH:12]=[CH:11][CH:10]=[C:9]([OH:13])[CH:8]=1)=[O:5].[Cl-].[Al+3].[Cl-].[Cl-]. Product: [OH:13][C:9]1[CH:8]=[C:7]2[C:12]([CH2:2][CH2:3][C:4](=[O:5])[NH:6]2)=[CH:11][CH:10]=1. The catalyst class is: 13. (2) Reactant: [Si]([O:8][C@@H:9]1[C:17]2[C:12](=[C:13]([C:18]3[S:22][C:21]([C:23]4[CH:24]=[CH:25][C:26]([O:31][CH:32]([CH3:34])[CH3:33])=[C:27]([CH:30]=4)[C:28]#[N:29])=[N:20][N:19]=3)[CH:14]=[CH:15][CH:16]=2)[CH2:11][CH2:10]1)(C(C)(C)C)(C)C.[F-].C([N+](CCCC)(CCCC)CCCC)CCC. Product: [OH:8][C@@H:9]1[C:17]2[C:12](=[C:13]([C:18]3[S:22][C:21]([C:23]4[CH:24]=[CH:25][C:26]([O:31][CH:32]([CH3:34])[CH3:33])=[C:27]([CH:30]=4)[C:28]#[N:29])=[N:20][N:19]=3)[CH:14]=[CH:15][CH:16]=2)[CH2:11][CH2:10]1. The catalyst class is: 721.